From a dataset of Forward reaction prediction with 1.9M reactions from USPTO patents (1976-2016). Predict the product of the given reaction. (1) Given the reactants [F:1][C:2]1[C:3]([NH:23][C:24]2[CH:29]=[CH:28][CH:27]=[CH:26][C:25]=2[C:30]([N:32]2[CH2:37][CH2:36]S[CH2:34][CH2:33]2)=[O:31])=[N:4][C:5]([NH:8][C:9]2[CH:14]=[CH:13][CH:12]=[C:11]([CH2:15][CH2:16][N:17]3[CH2:22][CH2:21][O:20][CH2:19][CH2:18]3)[CH:10]=2)=[N:6][CH:7]=1.O[O:39][S:40]([O-:42])=O.[K+], predict the reaction product. The product is: [O:39]=[S:40]1(=[O:42])[CH2:36][CH2:37][N:32]([C:30]([C:25]2[CH:26]=[CH:27][CH:28]=[CH:29][C:24]=2[NH:23][C:3]2[C:2]([F:1])=[CH:7][N:6]=[C:5]([NH:8][C:9]3[CH:14]=[CH:13][CH:12]=[C:11]([CH2:15][CH2:16][N:17]4[CH2:18][CH2:19][O:20][CH2:21][CH2:22]4)[CH:10]=3)[N:4]=2)=[O:31])[CH2:33][CH2:34]1. (2) Given the reactants [Br:1][C:2]1[CH:3]=[C:4]([CH2:20][CH2:21][O:22]C(=O)C)[CH:5]=[C:6]([Br:19])[C:7]=1[O:8][C:9]1[CH:14]=[CH:13][C:12](=[O:15])[N:11]([CH:16]([CH3:18])[CH3:17])[N:10]=1.[OH-].[K+], predict the reaction product. The product is: [Br:1][C:2]1[CH:3]=[C:4]([CH2:20][CH2:21][OH:22])[CH:5]=[C:6]([Br:19])[C:7]=1[O:8][C:9]1[CH:14]=[CH:13][C:12](=[O:15])[N:11]([CH:16]([CH3:18])[CH3:17])[N:10]=1. (3) Given the reactants [CH3:1][C@@:2]1([C:16]([O:18][C:19]([CH3:22])([CH3:21])[CH3:20])=[O:17])[CH2:6][C:5](=[O:7])[N:4]([C@@H:8]([C:10]2[CH:15]=[CH:14][CH:13]=[CH:12][CH:11]=2)[CH3:9])[CH2:3]1.P(OCC)(OCC)[O:24]CC.C[Si]([N-][Si](C)(C)C)(C)C.[Li+], predict the reaction product. The product is: [OH:24][CH:6]1[C:5](=[O:7])[N:4]([C@@H:8]([C:10]2[CH:15]=[CH:14][CH:13]=[CH:12][CH:11]=2)[CH3:9])[CH2:3][C@:2]1([CH3:1])[C:16]([O:18][C:19]([CH3:21])([CH3:20])[CH3:22])=[O:17]. (4) Given the reactants Cl[C:2]1[N:7]=[C:6]([NH:8][C:9]2[CH:14]=[CH:13][C:12]([O:15][CH3:16])=[CH:11][C:10]=2[NH:17][S:18]([CH3:21])(=[O:20])=[O:19])[C:5]([Cl:22])=[CH:4][N:3]=1.[CH3:23][O:24][C:25]1[CH:31]=[C:30]([O:32][CH3:33])[CH:29]=[CH:28][C:26]=1[NH2:27], predict the reaction product. The product is: [Cl:22][C:5]1[C:6]([NH:8][C:9]2[CH:14]=[CH:13][C:12]([O:15][CH3:16])=[CH:11][C:10]=2[NH:17][S:18]([CH3:21])(=[O:20])=[O:19])=[N:7][C:2]([NH:27][C:26]2[CH:28]=[CH:29][C:30]([O:32][CH3:33])=[CH:31][C:25]=2[O:24][CH3:23])=[N:3][CH:4]=1.